Dataset: Peptide-MHC class I binding affinity with 185,985 pairs from IEDB/IMGT. Task: Regression. Given a peptide amino acid sequence and an MHC pseudo amino acid sequence, predict their binding affinity value. This is MHC class I binding data. (1) The peptide sequence is TTDADVFWI. The binding affinity (normalized) is 0.723. The MHC is Mamu-A02 with pseudo-sequence Mamu-A02. (2) The peptide sequence is LLQGVPFHV. The MHC is HLA-B44:02 with pseudo-sequence HLA-B44:02. The binding affinity (normalized) is 0.0847. (3) The peptide sequence is VFTSRIQVI. The MHC is HLA-A02:19 with pseudo-sequence HLA-A02:19. The binding affinity (normalized) is 0.0847. (4) The MHC is HLA-A29:02 with pseudo-sequence HLA-A29:02. The binding affinity (normalized) is 0.644. The peptide sequence is ETWVETWAF. (5) The peptide sequence is RRFTQAIYD. The MHC is HLA-A02:19 with pseudo-sequence HLA-A02:19. The binding affinity (normalized) is 0.0847. (6) The peptide sequence is VPRENATAF. The MHC is HLA-B46:01 with pseudo-sequence HLA-B46:01. The binding affinity (normalized) is 0.106. (7) The peptide sequence is YRFRKSSKK. The MHC is HLA-B18:01 with pseudo-sequence HLA-B18:01. The binding affinity (normalized) is 0.0847. (8) The peptide sequence is ALYYVHSLLY. The MHC is HLA-A33:01 with pseudo-sequence HLA-A33:01. The binding affinity (normalized) is 0.0671. (9) The peptide sequence is FLAPDTRYV. The MHC is HLA-A02:02 with pseudo-sequence HLA-A02:02. The binding affinity (normalized) is 1.00.